This data is from Catalyst prediction with 721,799 reactions and 888 catalyst types from USPTO. The task is: Predict which catalyst facilitates the given reaction. (1) Reactant: C([O:5][C:6](=[O:38])[C:7]([CH3:37])([S:9][C:10]1[CH:36]=[CH:35][C:13]([C:14]([O:16][CH2:17][C:18]2[N:19]=[N:20][N:21]([CH2:23][C:24]3[CH:29]=[CH:28][C:27]([S:30][C:31]([F:34])([F:33])[F:32])=[CH:26][CH:25]=3)[CH:22]=2)=[O:15])=[CH:12][CH:11]=1)[CH3:8])(C)(C)C.Cl. Product: [CH3:37][C:7]([S:9][C:10]1[CH:11]=[CH:12][C:13]([C:14]([O:16][CH2:17][C:18]2[N:19]=[N:20][N:21]([CH2:23][C:24]3[CH:25]=[CH:26][C:27]([S:30][C:31]([F:34])([F:32])[F:33])=[CH:28][CH:29]=3)[CH:22]=2)=[O:15])=[CH:35][CH:36]=1)([CH3:8])[C:6]([OH:38])=[O:5]. The catalyst class is: 12. (2) Reactant: [CH3:1][C:2]1[CH:3]=[CH:4][C:5]([N+:9]([O-:11])=[O:10])=[C:6]([OH:8])[CH:7]=1.Br[CH2:13][C:14]([O:16][CH2:17][CH3:18])=[O:15].C(=O)([O-])[O-].[K+].[K+]. Product: [CH3:1][C:2]1[CH:3]=[CH:4][C:5]([N+:9]([O-:11])=[O:10])=[C:6]([CH:7]=1)[O:8][CH2:13][C:14]([O:16][CH2:17][CH3:18])=[O:15]. The catalyst class is: 21. (3) Reactant: Br[C:2]1[S:10][C:9]2[C:8](=[O:11])[NH:7][C:6]([C@@H:12]3[C@@H:17]4[CH2:18][C@@H:14]([CH2:15][CH2:16]4)[N:13]3[C:19]([O:21][C:22]([CH3:25])([CH3:24])[CH3:23])=[O:20])=[N:5][C:4]=2[CH:3]=1.[CH3:26][C:27]1[C:31](B2OC(C)(C)C(C)(C)O2)=[CH:30][N:29](C(OC(C)(C)C)=O)[N:28]=1.C(=O)([O-])[O-].[Na+].[Na+].COCCOC. Product: [CH3:26][C:27]1[NH:28][N:29]=[CH:30][C:31]=1[C:2]1[S:10][C:9]2[C:8](=[O:11])[NH:7][C:6]([C@@H:12]3[C@@H:17]4[CH2:18][C@@H:14]([CH2:15][CH2:16]4)[N:13]3[C:19]([O:21][C:22]([CH3:23])([CH3:25])[CH3:24])=[O:20])=[N:5][C:4]=2[CH:3]=1. The catalyst class is: 6. (4) Reactant: [Cl:1][C:2]1[CH:3]=[C:4]([N:23]([CH2:36][CH3:37])[C@H:24]2[CH2:29][CH2:28][C@H:27]([N:30]([CH2:32][CH2:33][O:34][CH3:35])[CH3:31])[CH2:26][CH2:25]2)[C:5]([CH3:22])=[C:6]([CH:21]=1)[C:7]([NH:9][CH2:10][C:11]1[C:12]([O:19]C)=[N:13][N:14]([CH2:17][CH3:18])[C:15]=1[CH3:16])=[O:8].C(=O)(O)[O-].[Na+]. Product: [Cl:1][C:2]1[CH:3]=[C:4]([N:23]([CH2:36][CH3:37])[C@H:24]2[CH2:25][CH2:26][C@H:27]([N:30]([CH2:32][CH2:33][O:34][CH3:35])[CH3:31])[CH2:28][CH2:29]2)[C:5]([CH3:22])=[C:6]([CH:21]=1)[C:7]([NH:9][CH2:10][C:11]1[C:12](=[O:19])[NH:13][N:14]([CH2:17][CH3:18])[C:15]=1[CH3:16])=[O:8]. The catalyst class is: 33.